Dataset: TCR-epitope binding with 47,182 pairs between 192 epitopes and 23,139 TCRs. Task: Binary Classification. Given a T-cell receptor sequence (or CDR3 region) and an epitope sequence, predict whether binding occurs between them. (1) The epitope is FVDGVPFVV. The TCR CDR3 sequence is CASSEESGAAETQYF. Result: 0 (the TCR does not bind to the epitope). (2) The epitope is ATVVIGTSK. The TCR CDR3 sequence is CASSPGAGLYNEQFF. Result: 0 (the TCR does not bind to the epitope).